Predict the reactants needed to synthesize the given product. From a dataset of Retrosynthesis with 50K atom-mapped reactions and 10 reaction types from USPTO. (1) Given the product C=C(C)CC(O)(CCCl)c1ccccc1, predict the reactants needed to synthesize it. The reactants are: C=C(C)CBr.O=C(CCCl)c1ccccc1. (2) Given the product CC(=O)O[C@H]1CS[C@H](CO)O1, predict the reactants needed to synthesize it. The reactants are: CCOC(=O)[C@@H]1O[C@@H](OC(C)=O)CS1. (3) Given the product c1cc(CCOC2CCCCO2)nc(NC2CCCC2)c1, predict the reactants needed to synthesize it. The reactants are: Brc1cccc(CCOC2CCCCO2)n1.NC1CCCC1. (4) The reactants are: CC(=O)c1ccc(OCCC(=O)O)cc1.NC1CCN(Cc2ccc(Cl)c(Cl)c2)CC1. Given the product CC(=O)c1ccc(OCCC(=O)NC2CCN(Cc3ccc(Cl)c(Cl)c3)CC2)cc1, predict the reactants needed to synthesize it. (5) Given the product CCCn1cnc(CSc2ccc(Cl)cc2NS(=O)(=O)c2cc3ccccc3o2)c1, predict the reactants needed to synthesize it. The reactants are: CCCn1cnc(CSc2ccc(Cl)cc2N)c1.O=S(=O)(Cl)c1cc2ccccc2o1. (6) Given the product NCCCOc1cccc(C2OCCO2)c1, predict the reactants needed to synthesize it. The reactants are: O=C1c2ccccc2C(=O)N1CCCOc1cccc(C2OCCO2)c1. (7) Given the product CCCCOC(=O)c1ccc2c(c1)C(=O)NC(C(Cl)(Cl)Cl)O2, predict the reactants needed to synthesize it. The reactants are: CCCCO.O=C(Cl)c1ccc2c(c1)C(=O)NC(C(Cl)(Cl)Cl)O2. (8) Given the product CCCC[Sn](CCCC)(CCCC)C1=CC(N(C)C(=O)OC(C)(C)C)CC1, predict the reactants needed to synthesize it. The reactants are: CCCC[Sn](CCCC)(CCCC)C1=CC(NC(=O)OC(C)(C)C)CC1.CI. (9) Given the product OCCc1ccc(Nc2cc(-c3cc(Cl)ccc3Cl)nc3c2CCC3)cc1, predict the reactants needed to synthesize it. The reactants are: Clc1ccc(Cl)c(-c2cc(Cl)c3c(n2)CCC3)c1.Nc1ccc(CCO)cc1. (10) The reactants are: CS(=O)(=O)c1ccc([C@@H](CC2CCCC2=O)C(=O)Nc2cnccn2)cc1Cl. Given the product CS(=O)(=O)c1ccc([C@@H](CC2CCCC2O)C(=O)Nc2cnccn2)cc1Cl, predict the reactants needed to synthesize it.